From a dataset of Forward reaction prediction with 1.9M reactions from USPTO patents (1976-2016). Predict the product of the given reaction. Given the reactants [C:1]([O:9][CH2:10][CH3:11])(=[O:8])[CH2:2][C:3]([O:5]CC)=O.[Li].[N:13]1[CH:18]=[CH:17][N:16]=[CH:15][C:14]=1C(Cl)=O.Cl, predict the reaction product. The product is: [O:5]=[C:3]([C:14]1[CH:15]=[N:16][CH:17]=[CH:18][N:13]=1)[CH2:2][C:1]([O:9][CH2:10][CH3:11])=[O:8].